From a dataset of Peptide-MHC class I binding affinity with 185,985 pairs from IEDB/IMGT. Regression. Given a peptide amino acid sequence and an MHC pseudo amino acid sequence, predict their binding affinity value. This is MHC class I binding data. (1) The peptide sequence is WHQARFEEL. The MHC is HLA-B57:01 with pseudo-sequence HLA-B57:01. The binding affinity (normalized) is 0.0847. (2) The peptide sequence is IFKNLTKPL. The MHC is HLA-A69:01 with pseudo-sequence HLA-A69:01. The binding affinity (normalized) is 0.0847. (3) The peptide sequence is LSPETLVGV. The MHC is Mamu-A11 with pseudo-sequence Mamu-A11. The binding affinity (normalized) is 0. (4) The peptide sequence is EIINNGISY. The MHC is HLA-A02:19 with pseudo-sequence HLA-A02:19. The binding affinity (normalized) is 0.0847. (5) The peptide sequence is MQLPGGWLL. The MHC is HLA-A30:01 with pseudo-sequence HLA-A30:01. The binding affinity (normalized) is 0.310. (6) The peptide sequence is LSYQKEALL. The binding affinity (normalized) is 0.664. The MHC is H-2-Kb with pseudo-sequence H-2-Kb. (7) The peptide sequence is VTPEYIKDL. The MHC is HLA-A68:02 with pseudo-sequence HLA-A68:02. The binding affinity (normalized) is 0. (8) The peptide sequence is EVEHRTRVR. The MHC is HLA-B58:01 with pseudo-sequence HLA-B58:01. The binding affinity (normalized) is 0.0847. (9) The peptide sequence is HEEPIPMATY. The MHC is HLA-B44:03 with pseudo-sequence HLA-B44:03. The binding affinity (normalized) is 0.573. (10) The peptide sequence is LPYPDPSRI. The MHC is HLA-B40:01 with pseudo-sequence HLA-B40:01. The binding affinity (normalized) is 0.0847.